This data is from Forward reaction prediction with 1.9M reactions from USPTO patents (1976-2016). The task is: Predict the product of the given reaction. Given the reactants [C:1]1([O:7][P:8]([O:17][C@@H:18]2[C@@H:30]([CH2:31][O:32][C:33]([O:35][C:36]([CH3:42])([CH3:41])[C:37]([Cl:40])([Cl:39])[Cl:38])=[O:34])[O:29][C@@H:21](OCC[Si](C)(C)C)[C@H:20]([NH:43][C:44]([O:46][CH2:47][C:48]([Cl:51])([Cl:50])[Cl:49])=[O:45])[C@H:19]2[O:52][C:53](=[O:83])[CH2:54][C@H:55]([O:67][C:68](=[O:82])[CH2:69][CH2:70][CH2:71][CH2:72][CH2:73][CH2:74][CH2:75][CH2:76][CH2:77][CH2:78][CH2:79][CH2:80][CH3:81])[CH2:56][CH2:57][CH2:58][CH2:59][CH2:60][CH2:61][CH2:62][CH2:63][CH2:64][CH2:65][CH3:66])([O:10][C:11]2[CH:16]=[CH:15][CH:14]=[CH:13][CH:12]=2)=[O:9])[CH:6]=[CH:5][CH:4]=[CH:3][CH:2]=1.COC(Cl)[Cl:87], predict the reaction product. The product is: [C:1]1([O:7][P:8]([O:17][C@@H:18]2[C@@H:30]([CH2:31][O:32][C:33]([O:35][C:36]([CH3:41])([CH3:42])[C:37]([Cl:38])([Cl:40])[Cl:39])=[O:34])[O:29][C@H:21]([Cl:87])[C@H:20]([NH:43][C:44]([O:46][CH2:47][C:48]([Cl:50])([Cl:49])[Cl:51])=[O:45])[C@H:19]2[O:52][C:53](=[O:83])[CH2:54][C@H:55]([O:67][C:68](=[O:82])[CH2:69][CH2:70][CH2:71][CH2:72][CH2:73][CH2:74][CH2:75][CH2:76][CH2:77][CH2:78][CH2:79][CH2:80][CH3:81])[CH2:56][CH2:57][CH2:58][CH2:59][CH2:60][CH2:61][CH2:62][CH2:63][CH2:64][CH2:65][CH3:66])([O:10][C:11]2[CH:16]=[CH:15][CH:14]=[CH:13][CH:12]=2)=[O:9])[CH:2]=[CH:3][CH:4]=[CH:5][CH:6]=1.